Dataset: Reaction yield outcomes from USPTO patents with 853,638 reactions. Task: Predict the reaction yield, written as a fraction of the theoretical maximum amount of product (1.0 means a 100% yield; for example, 0.34 means a 34% yield). (1) The reactants are [CH2:1]([N:8]1[CH2:13][CH2:12][CH:11](/[C:14](=[N:19]\[S@@:20]([C:22]([CH3:25])([CH3:24])[CH3:23])=[O:21])/[CH2:15][CH2:16][CH:17]=[CH2:18])[CH2:10][CH2:9]1)[C:2]1[CH:7]=[CH:6][CH:5]=[CH:4][CH:3]=1.[Al]([C:31]#[N:32])(CC)CC.CC(O)C. The catalyst is C1COCC1. The product is [CH2:1]([N:8]1[CH2:13][CH2:12][CH:11]([C@@:14]([NH:19][S@@:20]([C:22]([CH3:25])([CH3:24])[CH3:23])=[O:21])([C:31]#[N:32])[CH2:15][CH2:16][CH:17]=[CH2:18])[CH2:10][CH2:9]1)[C:2]1[CH:7]=[CH:6][CH:5]=[CH:4][CH:3]=1. The yield is 0.670. (2) The reactants are [OH:1][C:2]([C:20]1[CH:25]=[CH:24][CH:23]=[CH:22][CH:21]=1)([CH:12]1[CH:17]2[CH2:18][CH2:19][N:14]([CH2:15][CH2:16]2)[CH2:13]1)[CH2:3][CH2:4][C:5]1[CH:10]=[CH:9][CH:8]=[CH:7][C:6]=1[OH:11].[O:26]1[CH2:31][CH2:30][CH:29]([CH2:32]O)[CH2:28][CH2:27]1.C1C=CC(P(C2C=CC=CC=2)C2C=CC=CC=2)=CC=1.CCOC(/N=N/C(OCC)=O)=O. The catalyst is O1CCCC1. The product is [C:20]1([C:2]([CH:12]2[CH:17]3[CH2:16][CH2:15][N:14]([CH2:19][CH2:18]3)[CH2:13]2)([OH:1])[CH2:3][CH2:4][C:5]2[CH:10]=[CH:9][CH:8]=[CH:7][C:6]=2[O:11][CH2:32][CH:29]2[CH2:30][CH2:31][O:26][CH2:27][CH2:28]2)[CH:25]=[CH:24][CH:23]=[CH:22][CH:21]=1. The yield is 0.0910. (3) The reactants are [CH3:1][O:2][C:3]1[CH:28]=[CH:27][C:6]([CH2:7][N:8]2[C:13]3[N:14]=[CH:15][C:16]([C:18]([O:20]CC)=[CH2:19])=[CH:17][C:12]=3[C:11]3=[N:23][CH:24]=[N:25][N:10]3[C:9]2=[O:26])=[CH:5][CH:4]=1.Cl.[OH-].[Na+]. The catalyst is O1CCOCC1. The product is [C:18]([C:16]1[CH:15]=[N:14][C:13]2[N:8]([CH2:7][C:6]3[CH:5]=[CH:4][C:3]([O:2][CH3:1])=[CH:28][CH:27]=3)[C:9](=[O:26])[N:10]3[N:25]=[CH:24][N:23]=[C:11]3[C:12]=2[CH:17]=1)(=[O:20])[CH3:19]. The yield is 0.900. (4) The product is [F:10][C:11]1[C:16]([O:17][CH3:18])=[CH:15][CH:14]=[C:13]([F:19])[C:12]=1[C:2]1[C:7]([F:8])=[CH:6][CH:5]=[C:4]([CH3:9])[N:3]=1. The yield is 0.600. The reactants are Br[C:2]1[C:7]([F:8])=[CH:6][CH:5]=[C:4]([CH3:9])[N:3]=1.[F:10][C:11]1[C:16]([O:17][CH3:18])=[CH:15][CH:14]=[C:13]([F:19])[C:12]=1B(O)O. No catalyst specified.